From a dataset of Full USPTO retrosynthesis dataset with 1.9M reactions from patents (1976-2016). Predict the reactants needed to synthesize the given product. Given the product [CH2:26]([C:25]1[N:24]=[C:23]([NH2:28])[N:22]=[C:21]([NH2:29])[C:20]=1[C:4]1[CH:5]=[CH:6][C:7]2[N:8]([CH2:9][C:10]3[CH:15]=[CH:14][C:13]([S:16]([CH3:19])(=[O:18])=[O:17])=[CH:12][CH:11]=3)[C:35]([CH3:36])=[N:1][C:2]=2[CH:3]=1)[CH3:27], predict the reactants needed to synthesize it. The reactants are: [NH2:1][C:2]1[CH:3]=[C:4]([C:20]2[C:21]([NH2:29])=[N:22][C:23]([NH2:28])=[N:24][C:25]=2[CH2:26][CH3:27])[CH:5]=[CH:6][C:7]=1[NH:8][CH2:9][C:10]1[CH:15]=[CH:14][C:13]([S:16]([CH3:19])(=[O:18])=[O:17])=[CH:12][CH:11]=1.C([O-])(O)=O.[Na+].[C:35](O)(=O)[CH3:36].